Dataset: Full USPTO retrosynthesis dataset with 1.9M reactions from patents (1976-2016). Task: Predict the reactants needed to synthesize the given product. (1) Given the product [CH2:1]([O:8][N:9]=[C:10]1[C:18]2([CH2:23][CH2:22][CH2:21][CH2:20][CH2:19]2)[C:17]2[C:12](=[CH:13][CH:14]=[C:15]([C:29]3[CH:30]=[CH:31][C:26]([F:25])=[CH:27][CH:28]=3)[CH:16]=2)[NH:11]1)[C:2]1[CH:7]=[CH:6][CH:5]=[CH:4][CH:3]=1, predict the reactants needed to synthesize it. The reactants are: [CH2:1]([O:8][N:9]=[C:10]1[C:18]2([CH2:23][CH2:22][CH2:21][CH2:20][CH2:19]2)[C:17]2[C:12](=[CH:13][CH:14]=[C:15](Br)[CH:16]=2)[NH:11]1)[C:2]1[CH:7]=[CH:6][CH:5]=[CH:4][CH:3]=1.[F:25][C:26]1[CH:31]=[CH:30][C:29](B(O)O)=[CH:28][CH:27]=1.CCCCCC. (2) Given the product [NH:24]1[C:23]2[CH:33]=[CH:34][CH:35]=[CH:36][C:22]=2[N:21]=[C:20]1[C:18]([C:15]1[CH:14]=[CH:13][C:12]([C:5]2[C:6]3=[N:7][CH:8]=[CH:9][CH:10]=[C:11]3[N:3]([CH2:1][CH3:2])[N:4]=2)=[CH:17][CH:16]=1)=[O:19], predict the reactants needed to synthesize it. The reactants are: [CH2:1]([N:3]1[C:11]2[C:6](=[N:7][CH:8]=[CH:9][CH:10]=2)[C:5]([C:12]2[CH:17]=[CH:16][C:15]([C:18]([C:20]3[N:24](COCC[Si](C)(C)C)[C:23]4[CH:33]=[CH:34][CH:35]=[CH:36][C:22]=4[N:21]=3)=[O:19])=[CH:14][CH:13]=2)=[N:4]1)[CH3:2].CCO.Cl.[OH-].[Na+]. (3) The reactants are: [C:1]([O:5][C@@H:6]([C:11]1[C:36]([CH3:37])=[CH:35][C:14]2[N:15]=[C:16]([C:18]3[CH:23]=[CH:22][N:21]=[C:20]([C:24]4[N:25]=[CH:26][C:27]5[N:32]([CH3:33])[N:31]=[C:30]([CH3:34])[C:28]=5[N:29]=4)[CH:19]=3)[S:17][C:13]=2[C:12]=1[C:38]1[CH:43]=[CH:42][C:41]([Cl:44])=[CH:40][CH:39]=1)[C:7]([O:9]C)=[O:8])([CH3:4])([CH3:3])[CH3:2].[OH-].[Na+].C(O)(=O)C.CN(C=O)C. Given the product [C:1]([O:5][C@@H:6]([C:11]1[C:36]([CH3:37])=[CH:35][C:14]2[N:15]=[C:16]([C:18]3[CH:23]=[CH:22][N:21]=[C:20]([C:24]4[N:25]=[CH:26][C:27]5[N:32]([CH3:33])[N:31]=[C:30]([CH3:34])[C:28]=5[N:29]=4)[CH:19]=3)[S:17][C:13]=2[C:12]=1[C:38]1[CH:39]=[CH:40][C:41]([Cl:44])=[CH:42][CH:43]=1)[C:7]([OH:9])=[O:8])([CH3:4])([CH3:2])[CH3:3], predict the reactants needed to synthesize it.